Dataset: Forward reaction prediction with 1.9M reactions from USPTO patents (1976-2016). Task: Predict the product of the given reaction. (1) Given the reactants Cl.[O:2](C1C=CC(S(N[C@@H]2[C@@H](S)CNC2)(=O)=O)=CC=1)[C:3]1C=CC=C[CH:4]=1.[C:25]([N:32]1[CH2:36][C@H:35]([OH:37])[C@@H:34]([N:38]=[N+:39]=[N-:40])[CH2:33]1)([O:27][C:28]([CH3:31])([CH3:30])[CH3:29])=[O:26].C(N(CC)CC)C.CS(Cl)(=O)=O.C([O-])(=O)C.[K+], predict the reaction product. The product is: [C:25]([N:32]1[CH2:36][C@@H:35]([O:37][C:3](=[O:2])[CH3:4])[C@@H:34]([N:38]=[N+:39]=[N-:40])[CH2:33]1)([O:27][C:28]([CH3:31])([CH3:30])[CH3:29])=[O:26]. (2) Given the reactants [CH2:1]1[CH:9]2[N:4]([CH2:5][CH:6]=[C:7]([C:10]3[C:18]4[C:13](=[N:14][CH:15]=[CH:16][CH:17]=4)[NH:12][CH:11]=3)[CH2:8]2)[CH2:3][CH2:2]1.[CH3:19][C:20]1[CH:25]=[CH:24][C:23]([S:26](Cl)(=[O:28])=[O:27])=[CH:22][CH:21]=1.C[Si]([N-][Si](C)(C)C)(C)C.[Na+], predict the reaction product. The product is: [CH2:1]1[CH:9]2[N:4]([CH2:5][CH:6]=[C:7]([C:10]3[C:18]4[C:13](=[N:14][CH:15]=[CH:16][CH:17]=4)[N:12]([S:26]([C:23]4[CH:24]=[CH:25][C:20]([CH3:19])=[CH:21][CH:22]=4)(=[O:28])=[O:27])[CH:11]=3)[CH2:8]2)[CH2:3][CH2:2]1. (3) The product is: [C:17]([O:21][C:22]([N:24]1[CH2:29][CH2:28][C:27]([C:30]#[N:31])([C:7]2[N:6]([S:3](=[O:5])(=[O:4])[N:2]([CH3:16])[CH3:1])[C:10]3[CH:11]=[CH:12][CH:13]=[CH:14][C:9]=3[N:8]=2)[CH2:26][CH2:25]1)=[O:23])([CH3:20])([CH3:18])[CH3:19]. Given the reactants [CH3:1][N:2]([CH3:16])[S:3]([N:6]1[C:10]2[CH:11]=[CH:12][CH:13]=[CH:14][C:9]=2[N:8]=[C:7]1Cl)(=[O:5])=[O:4].[C:17]([O:21][C:22]([N:24]1[CH2:29][CH2:28][CH:27]([C:30]#[N:31])[CH2:26][CH2:25]1)=[O:23])([CH3:20])([CH3:19])[CH3:18].C[Si](C)(C)[N-][Si](C)(C)C.[Na+], predict the reaction product. (4) Given the reactants Br[C:2]1[CH:3]=[C:4]([CH:7]=[CH:8][CH:9]=1)[CH:5]=[O:6].[CH2:10]([N:14]1[CH2:19][CH2:18][CH2:17][CH2:16][CH2:15]1)[CH2:11][C:12]#[CH:13], predict the reaction product. The product is: [N:14]1([CH2:10][CH2:11][C:12]#[C:13][C:2]2[CH:3]=[C:4]([CH:7]=[CH:8][CH:9]=2)[CH:5]=[O:6])[CH2:19][CH2:18][CH2:17][CH2:16][CH2:15]1.